This data is from Forward reaction prediction with 1.9M reactions from USPTO patents (1976-2016). The task is: Predict the product of the given reaction. Given the reactants [Cl:1][C:2]1[CH:3]=[CH:4][C:5]2[N:6]([C:8]([CH2:11][OH:12])=[CH:9][N:10]=2)[N:7]=1.[O:13]1[CH2:18][CH2:17][N:16]([CH2:19][CH2:20][CH2:21][NH2:22])[CH2:15][CH2:14]1.Cl, predict the reaction product. The product is: [ClH:1].[O:13]1[CH2:18][CH2:17][N:16]([CH2:19][CH2:20][CH2:21][NH:22][C:2]2[CH:3]=[CH:4][C:5]3[N:6]([C:8]([CH2:11][OH:12])=[CH:9][N:10]=3)[N:7]=2)[CH2:15][CH2:14]1.